Dataset: Catalyst prediction with 721,799 reactions and 888 catalyst types from USPTO. Task: Predict which catalyst facilitates the given reaction. The catalyst class is: 12. Reactant: C([O:3][C:4]1[CH2:5][CH2:6][C:7]2[C:8]([C:14]([O:16][CH2:17][CH3:18])=[O:15])=[N:9][N:10]([CH3:13])[C:11]=2[CH:12]=1)C.Cl. Product: [CH3:13][N:10]1[C:11]2[CH2:12][C:4](=[O:3])[CH2:5][CH2:6][C:7]=2[C:8]([C:14]([O:16][CH2:17][CH3:18])=[O:15])=[N:9]1.